Dataset: Forward reaction prediction with 1.9M reactions from USPTO patents (1976-2016). Task: Predict the product of the given reaction. (1) Given the reactants C(OC([N:8]1[CH2:13][CH2:12][C:11]2[C:14]([C:18]#[N:19])=[C:15]([NH2:17])[S:16][C:10]=2[CH2:9]1)=O)(C)(C)C.[CH3:20][O:21][C:22]1[CH:27]=[CH:26][CH:25]=[CH:24][C:23]=1[CH:28]([CH3:33])[CH2:29][C:30](O)=[O:31], predict the reaction product. The product is: [C:18]([C:14]1[C:11]2[CH2:12][CH2:13][NH:8][CH2:9][C:10]=2[S:16][C:15]=1[NH:17][C:30](=[O:31])[CH2:29][CH:28]([C:23]1[CH:24]=[CH:25][CH:26]=[CH:27][C:22]=1[O:21][CH3:20])[CH3:33])#[N:19]. (2) Given the reactants C([Li])CCC.[F:6][C:7]1[CH:13]=[CH:12][C:10]([NH2:11])=[CH:9][CH:8]=1.C([O:16][C:17](=O)[CH2:18][CH:19]1[CH2:24][CH2:23][C:22]([N:31]([CH3:33])[CH3:32])([C:25]2[CH:30]=[CH:29][CH:28]=[CH:27][CH:26]=2)[CH2:21][CH2:20]1)C.[Cl-].[NH4+], predict the reaction product. The product is: [CH3:33][N:31]([CH3:32])[C:22]1([C:25]2[CH:26]=[CH:27][CH:28]=[CH:29][CH:30]=2)[CH2:23][CH2:24][CH:19]([CH2:18][C:17]([NH:11][C:10]2[CH:12]=[CH:13][C:7]([F:6])=[CH:8][CH:9]=2)=[O:16])[CH2:20][CH2:21]1. (3) Given the reactants [NH2:1][C:2]1[CH:7]=[CH:6][C:5]([C:8]2[S:12][C:11]([C:13]([NH:16][S:17]([C:20]([F:23])([F:22])[F:21])(=[O:19])=[O:18])([CH3:15])[CH3:14])=[N:10][CH:9]=2)=[CH:4][CH:3]=1.[F:24][C:25]1[CH:30]=[C:29]([F:31])[C:28]([F:32])=[CH:27][C:26]=1[N:33]=[C:34]=[O:35], predict the reaction product. The product is: [F:23][C:20]([F:21])([F:22])[S:17]([NH:16][C:13]([C:11]1[S:12][C:8]([C:5]2[CH:4]=[CH:3][C:2]([NH:1][C:34]([NH:33][C:26]3[CH:27]=[C:28]([F:32])[C:29]([F:31])=[CH:30][C:25]=3[F:24])=[O:35])=[CH:7][CH:6]=2)=[CH:9][N:10]=1)([CH3:14])[CH3:15])(=[O:19])=[O:18].